This data is from Full USPTO retrosynthesis dataset with 1.9M reactions from patents (1976-2016). The task is: Predict the reactants needed to synthesize the given product. (1) The reactants are: [I:1][C:2]1[CH:12]=[N:11][C:5]2[NH:6][CH2:7][C:8](=[O:10])[NH:9][C:4]=2[CH:3]=1.[CH2:13](Br)[C:14]1[CH:19]=[CH:18][CH:17]=[CH:16][CH:15]=1. Given the product [CH2:13]([N:9]1[C:8](=[O:10])[CH2:7][NH:6][C:5]2[N:11]=[CH:12][C:2]([I:1])=[CH:3][C:4]1=2)[C:14]1[CH:19]=[CH:18][CH:17]=[CH:16][CH:15]=1, predict the reactants needed to synthesize it. (2) The reactants are: [OH-:1].[K+].[NH:3]1[C:13]2[C:8](=[CH:9][CH:10]=[CH:11][CH:12]=2)[C:6](=O)[C:4]1=[O:5].[CH3:14][C:15]1[CH:20]=[C:19]([C:21]([CH3:23])=O)[CH:18]=[CH:17][C:16]=1[Cl:24]. Given the product [Cl:24][C:16]1[CH:17]=[CH:18][C:19]([C:21]2[CH:23]=[C:6]([C:4]([OH:1])=[O:5])[C:8]3[C:13](=[CH:12][CH:11]=[CH:10][CH:9]=3)[N:3]=2)=[CH:20][C:15]=1[CH3:14], predict the reactants needed to synthesize it.